This data is from Catalyst prediction with 721,799 reactions and 888 catalyst types from USPTO. The task is: Predict which catalyst facilitates the given reaction. Reactant: [Cl:1][C:2]1[N:7]=[C:6]([N:8]([CH:16]2[CH2:20]CC[CH2:17]2)[C@H:9]([CH2:14][CH3:15])[C:10]([O:12][CH3:13])=[O:11])[C:5]([N+:21]([O-:23])=[O:22])=[CH:4][N:3]=1. Product: [Cl:1][C:2]1[N:7]=[C:6]([N:8]([CH:16]([CH3:20])[CH3:17])[C@H:9]([CH2:14][CH3:15])[C:10]([O:12][CH3:13])=[O:11])[C:5]([N+:21]([O-:23])=[O:22])=[CH:4][N:3]=1. The catalyst class is: 21.